From a dataset of NCI-60 drug combinations with 297,098 pairs across 59 cell lines. Regression. Given two drug SMILES strings and cell line genomic features, predict the synergy score measuring deviation from expected non-interaction effect. (1) Drug 1: CC1C(C(CC(O1)OC2CC(CC3=C2C(=C4C(=C3O)C(=O)C5=C(C4=O)C(=CC=C5)OC)O)(C(=O)CO)O)N)O.Cl. Drug 2: CN(CC1=CN=C2C(=N1)C(=NC(=N2)N)N)C3=CC=C(C=C3)C(=O)NC(CCC(=O)O)C(=O)O. Cell line: PC-3. Synergy scores: CSS=59.8, Synergy_ZIP=-0.524, Synergy_Bliss=-2.96, Synergy_Loewe=-10.9, Synergy_HSA=-3.00. (2) Drug 1: CC1=C2C(C(=O)C3(C(CC4C(C3C(C(C2(C)C)(CC1OC(=O)C(C(C5=CC=CC=C5)NC(=O)OC(C)(C)C)O)O)OC(=O)C6=CC=CC=C6)(CO4)OC(=O)C)OC)C)OC. Drug 2: C1C(C(OC1N2C=NC3=C(N=C(N=C32)Cl)N)CO)O. Cell line: PC-3. Synergy scores: CSS=46.6, Synergy_ZIP=5.81, Synergy_Bliss=4.59, Synergy_Loewe=-10.6, Synergy_HSA=5.96.